Dataset: NCI-60 drug combinations with 297,098 pairs across 59 cell lines. Task: Regression. Given two drug SMILES strings and cell line genomic features, predict the synergy score measuring deviation from expected non-interaction effect. (1) Drug 1: CC1OCC2C(O1)C(C(C(O2)OC3C4COC(=O)C4C(C5=CC6=C(C=C35)OCO6)C7=CC(=C(C(=C7)OC)O)OC)O)O. Drug 2: C1CN(P(=O)(OC1)NCCCl)CCCl. Cell line: BT-549. Synergy scores: CSS=27.4, Synergy_ZIP=-2.91, Synergy_Bliss=0.806, Synergy_Loewe=-23.1, Synergy_HSA=0.576. (2) Drug 1: CC(CN1CC(=O)NC(=O)C1)N2CC(=O)NC(=O)C2. Drug 2: CC1=CC=C(C=C1)C2=CC(=NN2C3=CC=C(C=C3)S(=O)(=O)N)C(F)(F)F. Cell line: KM12. Synergy scores: CSS=32.1, Synergy_ZIP=-2.27, Synergy_Bliss=-0.168, Synergy_Loewe=7.16, Synergy_HSA=7.63. (3) Drug 1: C1=CC(=CC=C1C#N)C(C2=CC=C(C=C2)C#N)N3C=NC=N3. Drug 2: C1=NC2=C(N=C(N=C2N1C3C(C(C(O3)CO)O)F)Cl)N. Cell line: MDA-MB-435. Synergy scores: CSS=6.96, Synergy_ZIP=-1.70, Synergy_Bliss=2.54, Synergy_Loewe=-0.0711, Synergy_HSA=1.71. (4) Drug 1: CNC(=O)C1=NC=CC(=C1)OC2=CC=C(C=C2)NC(=O)NC3=CC(=C(C=C3)Cl)C(F)(F)F. Drug 2: CS(=O)(=O)OCCCCOS(=O)(=O)C. Cell line: OVCAR-8. Synergy scores: CSS=0.950, Synergy_ZIP=-0.0425, Synergy_Bliss=1.10, Synergy_Loewe=-3.88, Synergy_HSA=-1.34. (5) Drug 1: C1=C(C(=O)NC(=O)N1)N(CCCl)CCCl. Drug 2: CC(C)NC(=O)C1=CC=C(C=C1)CNNC.Cl. Cell line: CAKI-1. Synergy scores: CSS=38.1, Synergy_ZIP=-7.73, Synergy_Bliss=-9.60, Synergy_Loewe=-17.1, Synergy_HSA=-7.65.